This data is from Catalyst prediction with 721,799 reactions and 888 catalyst types from USPTO. The task is: Predict which catalyst facilitates the given reaction. (1) Reactant: [CH:1]1[C:10]2[CH2:9][CH2:8][CH2:7][CH2:6][C:5]=2[CH:4]=[CH:3][C:2]=1[O:11][C:12]1[CH:13]=[C:14]([CH:17]=[CH:18][CH:19]=1)[C:15]#[N:16].C1COCC1.[H-].[Al+3].[Li+].[H-].[H-].[H-].[OH-].[Na+]. Product: [CH:1]1[C:10]2[CH2:9][CH2:8][CH2:7][CH2:6][C:5]=2[CH:4]=[CH:3][C:2]=1[O:11][C:12]1[CH:13]=[C:14]([CH:17]=[CH:18][CH:19]=1)[CH2:15][NH2:16]. The catalyst class is: 97. (2) Reactant: [N+:1]([C:4]1[C:12]([O:13][CH3:14])=[C:11]([O:15][CH3:16])[C:10]([O:17][CH3:18])=[CH:9][C:5]=1C(O)=O)([O-:3])=[O:2].C([N:21]([CH2:24]C)CC)C.C1(P(N=[N+]=[N-])(C2C=CC=CC=2)=[O:33])C=CC=CC=1.[CH2:43]([OH:45])[CH3:44]. Product: [CH2:43]([O:45][C:24]([NH:21][C:5]1[CH:9]=[C:10]([O:17][CH3:18])[C:11]([O:15][CH3:16])=[C:12]([O:13][CH3:14])[C:4]=1[N+:1]([O-:3])=[O:2])=[O:33])[CH3:44]. The catalyst class is: 48. (3) Reactant: [Cl:1][C:2]1[CH:3]=[C:4](B(O)O)[CH:5]=[C:6]([F:8])[CH:7]=1.Br[C:13]1[S:17][C:16]([C:18]([O:20]CC)=[O:19])=[N:15][C:14]=1[C:23]1[CH:28]=[CH:27][C:26]([F:29])=[C:25]([C:30]#[N:31])[CH:24]=1.C(=O)(O)[O-].[Na+]. Product: [Cl:1][C:2]1[CH:3]=[C:4]([C:13]2[S:17][C:16]([C:18]([OH:20])=[O:19])=[N:15][C:14]=2[C:23]2[CH:28]=[CH:27][C:26]([F:29])=[C:25]([C:30]#[N:31])[CH:24]=2)[CH:5]=[C:6]([F:8])[CH:7]=1. The catalyst class is: 108. (4) Reactant: C([O:3][C:4](=[O:13])[C:5]([C:7]1[S:8][C:9]([CH3:12])=[CH:10][CH:11]=1)=[O:6])C.[OH-].[Na+]. Product: [CH3:12][C:9]1[S:8][C:7]([C:5](=[O:6])[C:4]([OH:13])=[O:3])=[CH:11][CH:10]=1. The catalyst class is: 20. (5) Reactant: O[C:2]1([C:8]2[CH:16]=[C:15]3[C:11]([C:12]([C:17]([OH:19])=[O:18])=[N:13][NH:14]3)=[CH:10][CH:9]=2)[CH2:7][CH2:6][O:5][CH2:4][CH2:3]1. Product: [O:5]1[CH2:4][CH:3]=[C:2]([C:8]2[CH:16]=[C:15]3[C:11]([C:12]([C:17]([OH:19])=[O:18])=[N:13][NH:14]3)=[CH:10][CH:9]=2)[CH2:7][CH2:6]1. The catalyst class is: 55. (6) Reactant: [F:1][C:2]([F:15])([CH2:6][CH2:7][CH2:8][C:9]1[CH:14]=[CH:13][CH:12]=[CH:11][CH:10]=1)[C:3]([OH:5])=O.[NH2:16][CH:17]([CH2:29][CH2:30][CH3:31])[C@@H:18]([C:20]1[O:21][C:22]2[CH:28]=[CH:27][CH:26]=[CH:25][C:23]=2[N:24]=1)[OH:19].CN(C(ON1N=NC2C=CC=NC1=2)=[N+](C)C)C.F[P-](F)(F)(F)(F)F.C(N(CC)C(C)C)(C)C. Product: [O:21]1[C:22]2[CH:28]=[CH:27][CH:26]=[CH:25][C:23]=2[N:24]=[C:20]1[CH:18]([OH:19])[C@@H:17]([NH:16][C:3](=[O:5])[C:2]([F:1])([F:15])[CH2:6][CH2:7][CH2:8][C:9]1[CH:14]=[CH:13][CH:12]=[CH:11][CH:10]=1)[CH2:29][CH2:30][CH3:31]. The catalyst class is: 3. (7) The catalyst class is: 4. Product: [Cl:12][C:13]1[CH:18]=[CH:17][C:16]([CH:19]([C:31]2[C:30]3[C:34](=[C:35]([CH2:37][S:38]([CH3:41])(=[O:39])=[O:40])[CH:36]=[C:28]([F:27])[CH:29]=3)[NH:33][CH:32]=2)[CH:20]2[CH2:22][CH:21]2[C:23]#[N:24])=[C:15]([F:26])[CH:14]=1. Reactant: [Cl-].[In+3].[Cl-].[Cl-].FC(F)(F)C(O)=O.[Cl:12][C:13]1[CH:18]=[CH:17][C:16]([CH:19](O)[CH:20]2[CH2:22][CH:21]2[C:23]#[N:24])=[C:15]([F:26])[CH:14]=1.[F:27][C:28]1[CH:29]=[C:30]2[C:34](=[C:35]([CH2:37][S:38]([CH3:41])(=[O:40])=[O:39])[CH:36]=1)[NH:33][CH:32]=[CH:31]2.